Dataset: Catalyst prediction with 721,799 reactions and 888 catalyst types from USPTO. Task: Predict which catalyst facilitates the given reaction. (1) Product: [Cl:11][C:3]1[CH:4]=[CH:5][C:6]([CH:8]([CH3:10])[CH3:9])=[CH:7][C:2]=1[B:17]([OH:20])[OH:18]. Reactant: Br[C:2]1[CH:7]=[C:6]([CH:8]([CH3:10])[CH3:9])[CH:5]=[CH:4][C:3]=1[Cl:11].C([Li])CCC.[B:17](OC)([O:20]C)[O:18]C. The catalyst class is: 1. (2) Reactant: Cl[CH2:2][C:3]1[O:7][N:6]=[C:5]([C:8]2[CH:13]=[CH:12][CH:11]=[CH:10][CH:9]=2)[N:4]=1.[OH:14][C:15]1[CH:41]=[CH:40][C:18]([C:19]([C:21]2[CH:37]=[CH:36][C:35]([O:38][CH3:39])=[CH:34][C:22]=2[O:23][C:24]([CH3:33])([CH3:32])[C:25]([O:27]C(C)(C)C)=[O:26])=[O:20])=[CH:17][CH:16]=1.C1CCN2C(=NCCC2)CC1.CN(C)C=O. Product: [CH3:39][O:38][C:35]1[CH:36]=[CH:37][C:21]([C:19](=[O:20])[C:18]2[CH:17]=[CH:16][C:15]([O:14][CH2:2][C:3]3[O:7][N:6]=[C:5]([C:8]4[CH:13]=[CH:12][CH:11]=[CH:10][CH:9]=4)[N:4]=3)=[CH:41][CH:40]=2)=[C:22]([CH:34]=1)[O:23][C:24]([CH3:33])([CH3:32])[C:25]([OH:27])=[O:26]. The catalyst class is: 6. (3) Reactant: I[C:2]1[CH:15]=[CH:14][C:5]([NH:6][C:7](=[O:13])[O:8][C:9]([CH3:12])([CH3:11])[CH3:10])=[C:4]([CH3:16])[CH:3]=1.C([Li])CCC.[CH3:22][C:23]([C:25]([F:34])([F:33])[C:26]([F:32])([F:31])[C:27]([F:30])([F:29])[F:28])=[O:24].[Cl-].[NH4+]. Product: [F:33][C:25]([F:34])([C:26]([F:31])([F:32])[C:27]([F:28])([F:29])[F:30])[C:23]([C:2]1[CH:15]=[CH:14][C:5]([NH:6][C:7](=[O:13])[O:8][C:9]([CH3:12])([CH3:11])[CH3:10])=[C:4]([CH3:16])[CH:3]=1)([OH:24])[CH3:22]. The catalyst class is: 27. (4) Reactant: [Br:1][C:2]1[C:3]([NH2:9])=[N:4][CH:5]=[C:6]([Br:8])[N:7]=1.Br[CH2:11][CH:12](OC)OC.C(=O)([O-])O.[Na+]. Product: [Br:8][C:6]1[N:7]=[C:2]([Br:1])[C:3]2[N:4]([CH:11]=[CH:12][N:9]=2)[CH:5]=1. The catalyst class is: 6. (5) Reactant: [Si]([O:8][C@H:9]1[CH2:14][CH2:13][CH2:12][CH2:11][C@@H:10]1[N:15]1[CH:27]([CH2:28][CH:29]=O)[C:26]2[C:17](=[CH:18][C:19]([CH2:31][C:32]3[CH:33]=[N:34][C:35]([Cl:38])=[CH:36][CH:37]=3)=[C:20]3[C:25]=2[N:24]=[CH:23][CH:22]=[CH:21]3)[C:16]1=[O:39])(C(C)(C)C)(C)C.[CH3:40][NH:41][CH3:42].C(O)(=O)C.C([BH3-])#N.[Na+]. Product: [Cl:38][C:35]1[N:34]=[CH:33][C:32]([CH2:31][C:19]2[CH:18]=[C:17]3[C:16](=[O:39])[N:15]([C@H:10]4[CH2:11][CH2:12][CH2:13][CH2:14][C@@H:9]4[OH:8])[CH:27]([CH2:28][CH2:29][N:41]([CH3:42])[CH3:40])[C:26]3=[C:25]3[C:20]=2[CH:21]=[CH:22][CH:23]=[N:24]3)=[CH:37][CH:36]=1. The catalyst class is: 26.